Dataset: Peptide-MHC class II binding affinity with 134,281 pairs from IEDB. Task: Regression. Given a peptide amino acid sequence and an MHC pseudo amino acid sequence, predict their binding affinity value. This is MHC class II binding data. The MHC is HLA-DPA10103-DPB10301 with pseudo-sequence HLA-DPA10103-DPB10301. The peptide sequence is NPMTVFWSKMAQSMT. The binding affinity (normalized) is 0.705.